Predict the reaction yield, written as a fraction of the theoretical maximum amount of product (1.0 means a 100% yield; for example, 0.34 means a 34% yield). From a dataset of Reaction yield outcomes from USPTO patents with 853,638 reactions. (1) The reactants are Br[CH2:2][C:3]([C:5]1[C:10]([CH3:11])=[CH:9][C:8]([O:12][CH3:13])=[CH:7][C:6]=1[CH3:14])=O.[NH2:15][C:16]([NH2:18])=[S:17]. The catalyst is CCO. The product is [CH3:13][O:12][C:8]1[CH:9]=[C:10]([CH3:11])[C:5]([C:3]2[N:15]=[C:16]([NH2:18])[S:17][CH:2]=2)=[C:6]([CH3:14])[CH:7]=1. The yield is 0.660. (2) The reactants are [NH2:1][C:2]1[CH:3]=[C:4]2[C:9](=[C:10]([Cl:12])[CH:11]=1)[N:8]=[CH:7][C:6]([C:13]#[N:14])=[C:5]2[NH:15][C:16]1[CH:21]=[CH:20][C:19]([F:22])=[C:18]([Cl:23])[CH:17]=1.[CH3:24][C:25]1[CH:30]=[CH:29][CH:28]=[N+:27]([O-:31])[C:26]=1[CH:32]=O.[BH3-]C#N.[Na+]. The catalyst is CCO. The product is [Cl:12][C:10]1[CH:11]=[C:2]([NH:1][CH2:32][C:26]2[C:25]([CH3:24])=[CH:30][CH:29]=[CH:28][N+:27]=2[O-:31])[CH:3]=[C:4]2[C:9]=1[N:8]=[CH:7][C:6]([C:13]#[N:14])=[C:5]2[NH:15][C:16]1[CH:21]=[CH:20][C:19]([F:22])=[C:18]([Cl:23])[CH:17]=1. The yield is 0.170.